This data is from Full USPTO retrosynthesis dataset with 1.9M reactions from patents (1976-2016). The task is: Predict the reactants needed to synthesize the given product. Given the product [F:1][C:2]1[CH:3]=[N:4][CH:5]=[CH:6][C:7]=1[CH2:8][C:33]([C:35]1[CH:44]=[CH:43][C:42]2[C:37](=[CH:38][CH:39]=[CH:40][CH:41]=2)[CH:36]=1)=[O:34], predict the reactants needed to synthesize it. The reactants are: [F:1][C:2]1[CH:3]=[N:4][CH:5]=[CH:6][C:7]=1[CH3:8].[Li+].CC([N-]C(C)C)C.C(NC(C)C)(C)C.[Li]CCCC.CN([C:33]([C:35]1[CH:44]=[CH:43][C:42]2[C:37](=[CH:38][CH:39]=[CH:40][CH:41]=2)[CH:36]=1)=[O:34])OC.[Cl-].[NH4+].